Dataset: Full USPTO retrosynthesis dataset with 1.9M reactions from patents (1976-2016). Task: Predict the reactants needed to synthesize the given product. Given the product [OH:10][C:8]([CH3:11])([CH3:9])[CH2:7][O:6][C:5]1[CH:12]=[CH:13][C:2]([N:1]2[CH2:29][CH2:28][CH:24]([O:40][C:37]3[CH:38]=[CH:39][C:34]([I:33])=[CH:35][CH:36]=3)[C:25]2=[O:26])=[CH:3][C:4]=1[O:14][CH3:15], predict the reactants needed to synthesize it. The reactants are: [NH2:1][C:2]1[CH:13]=[CH:12][C:5]([O:6][CH2:7][C:8]([CH3:11])([OH:10])[CH3:9])=[C:4]([O:14][CH3:15])[CH:3]=1.CCN(CC)CC.Br[CH:24]([CH2:28][CH2:29]Br)[C:25](Cl)=[O:26].[OH-].[K+].[I:33][C:34]1[CH:39]=[CH:38][C:37]([OH:40])=[CH:36][CH:35]=1.